This data is from hERG Central: cardiac toxicity at 1µM, 10µM, and general inhibition. The task is: Predict hERG channel inhibition at various concentrations. (1) The compound is COC(=O)c1cc(S(=O)(=O)N2CCN(c3ccc([N+](=O)[O-])cc3)CC2)c[nH]1. Results: hERG_inhib (hERG inhibition (general)): blocker. (2) The molecule is COc1cccc(CNC(=O)CCC2CCCN(c3cc(C)nc(N4CCCC4)n3)C2)c1. Results: hERG_inhib (hERG inhibition (general)): blocker. (3) The drug is Cn1c(=O)c2c(nc(SCC(=O)NCc3ccc4c(c3)OCO4)n2Cc2ccc(Cl)cc2)n(C)c1=O. Results: hERG_inhib (hERG inhibition (general)): blocker. (4) The drug is CCN(CC)CCNCc1ccc(-c2ccc(Cl)cc2)o1.Cl. Results: hERG_inhib (hERG inhibition (general)): blocker. (5) The molecule is COc1ccc(C(=O)NC2CC2)cc1OC1CCN(Cc2ccc(F)cc2F)CC1. Results: hERG_inhib (hERG inhibition (general)): blocker. (6) The molecule is CN(C)CCCN(C(=O)COc1ccccc1)c1nc2ccc(F)cc2s1.Cl. Results: hERG_inhib (hERG inhibition (general)): blocker. (7) Results: hERG_inhib (hERG inhibition (general)): blocker. The compound is CS(=O)(=O)NCCCCNc1ccc(C(F)(F)F)cc1[N+](=O)[O-]. (8) The molecule is CC(C)n1ncc2c(C(=O)Nc3ccc(C#N)cc3)cc(C3CC3)nc21. Results: hERG_inhib (hERG inhibition (general)): blocker.